The task is: Predict the product of the given reaction.. This data is from Forward reaction prediction with 1.9M reactions from USPTO patents (1976-2016). Given the reactants CC([O-])(C)C.[K+].[NH:7]1[C:15]2[C:10](=[CH:11][CH:12]=[CH:13][CH:14]=2)[CH:9]=[CH:8]1.C[N:17]1C(=O)CCC1, predict the reaction product. The product is: [N:7]1([NH2:17])[C:15]2[C:10](=[CH:11][CH:12]=[CH:13][CH:14]=2)[CH:9]=[CH:8]1.